This data is from Forward reaction prediction with 1.9M reactions from USPTO patents (1976-2016). The task is: Predict the product of the given reaction. (1) Given the reactants Br[C:2]1[CH:3]=[C:4]([CH:35]=[CH:36][CH:37]=1)[O:5][C:6]1[CH:34]=[CH:33][C:9]([CH2:10][N:11]([CH2:24][C:25]2[CH:30]=[CH:29][C:28]([C:31]#[N:32])=[CH:27][CH:26]=2)[C:12]2[C:13]([CH3:23])=[C:14]([NH:18][S:19]([CH3:22])(=[O:21])=[O:20])[CH:15]=[CH:16][CH:17]=2)=[CH:8][CH:7]=1.C([O:41][C:42]1[CH:47]=[CH:46][C:45](B2OC(C)(C)C(C)(C)O2)=[CH:44][CH:43]=1)(=O)C.COC1C=CC=C(OC)C=1C1C=CC=CC=1P(C1CCCCC1)C1CCCCC1.C(=O)([O-])[O-].[K+].[K+], predict the reaction product. The product is: [C:31]([C:28]1[CH:29]=[CH:30][C:25]([CH2:24][N:11]([CH2:10][C:9]2[CH:33]=[CH:34][C:6]([O:5][C:4]3[CH:3]=[C:2]([C:45]4[CH:46]=[CH:47][C:42]([OH:41])=[CH:43][CH:44]=4)[CH:37]=[CH:36][CH:35]=3)=[CH:7][CH:8]=2)[C:12]2[C:13]([CH3:23])=[C:14]([NH:18][S:19]([CH3:22])(=[O:21])=[O:20])[CH:15]=[CH:16][CH:17]=2)=[CH:26][CH:27]=1)#[N:32]. (2) Given the reactants [CH2:1]([N:3]([CH3:37])[S:4]([NH:7][C:8]1[C:9]([F:36])=[C:10]([CH:33]=[CH:34][CH:35]=1)[C:11]([C:13]1[C:21]2[C:20]([CH3:22])=[N:19][CH:18]=[N:17][C:16]=2[N:15](S(C2C=CC(C)=CC=2)(=O)=O)[CH:14]=1)=[O:12])(=[O:6])=[O:5])[CH3:2].[OH-].[K+], predict the reaction product. The product is: [CH2:1]([N:3]([CH3:37])[S:4]([NH:7][C:8]1[C:9]([F:36])=[C:10]([CH:33]=[CH:34][CH:35]=1)[C:11]([C:13]1[C:21]2[C:20]([CH3:22])=[N:19][CH:18]=[N:17][C:16]=2[NH:15][CH:14]=1)=[O:12])(=[O:5])=[O:6])[CH3:2].